This data is from Forward reaction prediction with 1.9M reactions from USPTO patents (1976-2016). The task is: Predict the product of the given reaction. (1) Given the reactants Br[C:2]1[CH:3]=[C:4]([C:26]([CH3:29])([CH3:28])[CH3:27])[C:5]([O:24][CH3:25])=[C:6](/[CH:8]=[CH:9]/[C:10]2[CH:15]=[CH:14][C:13]([NH:16][S:17]([CH3:20])(=[O:19])=[O:18])=[CH:12][C:11]=2[CH2:21][O:22][CH3:23])[CH:7]=1.[CH3:30][C:31]1[N:36]=[C:35]([O:37][CH3:38])[C:34](B(O)O)=[CH:33][CH:32]=1, predict the reaction product. The product is: [C:26]([C:4]1[C:5]([O:24][CH3:25])=[C:6](/[CH:8]=[CH:9]/[C:10]2[CH:15]=[CH:14][C:13]([NH:16][S:17]([CH3:20])(=[O:19])=[O:18])=[CH:12][C:11]=2[CH2:21][O:22][CH3:23])[CH:7]=[C:2]([C:34]2[C:35]([O:37][CH3:38])=[N:36][C:31]([CH3:30])=[CH:32][CH:33]=2)[CH:3]=1)([CH3:29])([CH3:27])[CH3:28]. (2) Given the reactants [N:1]1[C:6]2[N:7]([C:10]3([CH2:13][OH:14])[CH2:12][CH2:11]3)[CH:8]=[CH:9][C:5]=2[CH:4]=[N:3][CH:2]=1.[O:15]1[CH:20]=[CH:19][CH2:18][CH2:17][CH2:16]1.CC1C=CC(S(O)(=O)=O)=CC=1, predict the reaction product. The product is: [O:15]1[CH2:20][CH2:19][CH2:18][CH2:17][CH:16]1[O:14][CH2:13][C:10]1([N:7]2[C:6]3[N:1]=[CH:2][N:3]=[CH:4][C:5]=3[CH:9]=[CH:8]2)[CH2:11][CH2:12]1. (3) Given the reactants Br[C:2]1[CH:3]=[N:4][CH:5]=[C:6](C2[CH:14]=[CH:13][C:12]([Cl:15])=[C:11]([Cl:16])C=2)[C:7]=1[NH2:8].[NH2:17][CH:18]([CH2:21][CH2:22][CH2:23][CH3:24])[CH2:19][CH3:20].[CH3:25][CH2:26][C@@H]([C@H](NC([C@@H](NC(CNC([C@@H](NC([C@@H](NC([C@@H](NC([C@@H](NC([C@@H](NC([C@@H](NC([C@@H](N)CCC(O)=O)=O)C)=O)CC(C)C)=O)CCC(O)=O)=O)CC(C)C)=O)C)=O)CCCN=C(N)N)=O)=O)C)=O)C(N[C@H](C(N[C@H](C(N[C@H](C(N)=O)C)=O)CCC(N)=O)=O)CC1C=CC=CC=1)=O)C.CC([O-])(C)C.[Na+], predict the reaction product. The product is: [Cl:16][C:11]1[CH:24]=[C:23]([CH:22]([CH2:25][CH3:26])[CH2:21][CH:18]([NH2:17])[CH2:19][CH3:20])[CH:14]=[CH:13][C:12]=1[Cl:15].[NH2:8][C:7]1[CH:6]=[CH:5][N:4]=[CH:3][CH:2]=1. (4) Given the reactants [Br:1][C:2]1[CH:3]=[N:4][C:5]2[N:6]([N:8]=[C:9]([C:11]([OH:13])=O)[CH:10]=2)[CH:7]=1.[CH3:14][O:15][C:16]1[CH:17]=[C:18]2[C:23](=[CH:24][C:25]=1[O:26][CH3:27])[CH2:22][NH:21][C:20]([CH3:29])([CH3:28])[CH2:19]2, predict the reaction product. The product is: [Br:1][C:2]1[CH:3]=[N:4][C:5]2[N:6]([N:8]=[C:9]([C:11]([N:21]3[C:20]([CH3:29])([CH3:28])[CH2:19][C:18]4[C:23](=[CH:24][C:25]([O:26][CH3:27])=[C:16]([O:15][CH3:14])[CH:17]=4)[CH2:22]3)=[O:13])[CH:10]=2)[CH:7]=1.